Predict the product of the given reaction. From a dataset of Forward reaction prediction with 1.9M reactions from USPTO patents (1976-2016). (1) Given the reactants [CH2:1]([O:3][C:4](=[O:28])[CH2:5][C:6]1[CH:11]=[CH:10][CH:9]=[C:8]([O:12][C:13]2[CH:18]=[CH:17][C:16](Br)=[CH:15][C:14]=2[CH2:20][S:21][C:22]2[CH:27]=[CH:26][CH:25]=[CH:24][CH:23]=2)[CH:7]=1)[CH3:2].[CH3:29][N:30]1[CH:34]=[C:33](B2OC(C)(C)C(C)(C)O2)[CH:32]=[N:31]1.C(=O)([O-])[O-].[K+].[K+], predict the reaction product. The product is: [CH2:1]([O:3][C:4](=[O:28])[CH2:5][C:6]1[CH:11]=[CH:10][CH:9]=[C:8]([O:12][C:13]2[CH:18]=[CH:17][C:16]([C:33]3[CH:32]=[N:31][N:30]([CH3:29])[CH:34]=3)=[CH:15][C:14]=2[CH2:20][S:21][C:22]2[CH:27]=[CH:26][CH:25]=[CH:24][CH:23]=2)[CH:7]=1)[CH3:2]. (2) The product is: [NH:33]1[CH:37]=[CH:36][C:35]([CH2:2][CH2:3][CH2:4][N:5]2[C:14]3[C:15]4[CH:16]=[C:17]5[O:25][CH2:24][O:23][C:18]5=[CH:19][C:20]=4[C:21](=[O:22])[C:13]=3[C:12]3[C:7](=[CH:8][C:9]([O:28][CH3:29])=[C:10]([O:26][CH3:27])[CH:11]=3)[C:6]2=[O:30])=[N:34]1. Given the reactants Br[CH2:2][CH2:3][CH2:4][N:5]1[C:14]2[C:15]3[CH:16]=[C:17]4[O:25][CH2:24][O:23][C:18]4=[CH:19][C:20]=3[C:21](=[O:22])[C:13]=2[C:12]2[C:7](=[CH:8][C:9]([O:28][CH3:29])=[C:10]([O:26][CH3:27])[CH:11]=2)[C:6]1=[O:30].[H-].[Na+].[NH:33]1[CH:37]=[CH:36][CH:35]=[N:34]1, predict the reaction product. (3) Given the reactants [C:1]([OH:13])(=[O:12])[CH2:2][CH2:3][CH2:4][CH2:5][CH2:6][CH2:7][CH2:8][CH2:9][CH:10]=[CH2:11].[OH-].[K+:15].C(O)C, predict the reaction product. The product is: [C:1]([O-:13])(=[O:12])[CH2:2][CH2:3][CH2:4][CH2:5][CH2:6][CH2:7][CH2:8][CH2:9][CH:10]=[CH2:11].[K+:15]. (4) Given the reactants Br[C:2]1[C:3](=O)[C:4](Br)=[CH:5][C:6]([Br:9])(Br)[CH:7]=1.[O:12]1C2C=CC=CC=2[N:14]=[C:13]1[N:21]1[CH2:26][CH2:25][CH2:24][CH2:23][C@H:22]1[C:27]([O:29][CH3:30])=[O:28], predict the reaction product. The product is: [Br:9][C:6]1[CH:7]=[CH:2][C:3]2[N:14]=[C:13]([N:21]3[CH2:26][CH2:25][CH2:24][CH2:23][C@H:22]3[C:27]([O:29][CH3:30])=[O:28])[O:12][C:4]=2[CH:5]=1. (5) The product is: [C:1]([O:5][C:6]([N:8]1[CH2:12][C@@H:11]([CH2:13][N:14]([CH:31]([CH3:32])[CH3:33])[C:15](=[O:30])[C:16]2[CH:21]=[CH:20][C:19]([O:22][CH3:23])=[C:18]([O:24][CH2:25][CH2:26][CH2:27][O:28][CH3:29])[CH:17]=2)[C@H:10]([NH:34][CH2:44][CH:36]([OH:35])[CH2:37][C:38]2[CH:43]=[CH:42][CH:41]=[CH:40][CH:39]=2)[CH2:9]1)=[O:7])([CH3:3])([CH3:4])[CH3:2]. Given the reactants [C:1]([O:5][C:6]([N:8]1[CH2:12][C@@H:11]([CH2:13][N:14]([CH:31]([CH3:33])[CH3:32])[C:15](=[O:30])[C:16]2[CH:21]=[CH:20][C:19]([O:22][CH3:23])=[C:18]([O:24][CH2:25][CH2:26][CH2:27][O:28][CH3:29])[CH:17]=2)[C@H:10]([NH2:34])[CH2:9]1)=[O:7])([CH3:4])([CH3:3])[CH3:2].[O:35]1[CH2:44][CH:36]1[CH2:37][C:38]1[CH:43]=[CH:42][CH:41]=[CH:40][CH:39]=1, predict the reaction product. (6) Given the reactants [NH:1](C(OC(C)(C)C)=O)[C@H:2]([C:8]([O:10]C(C)(C)C)=[O:9])[CH2:3][CH2:4][C:5](=[O:7])O.C1N=CN(C(N2C=NC=C2)=O)C=1.[NH2:34][C:35]1[CH:36]=[CH:37][C:38]([OH:45])=[C:39]([S:41]([OH:44])(=[O:43])=[O:42])[CH:40]=1, predict the reaction product. The product is: [OH:45][C:38]1[CH:37]=[CH:36][C:35]([NH:34][C:5](=[O:7])[CH2:4][CH2:3][C@@H:2]([C:8]([OH:10])=[O:9])[NH2:1])=[CH:40][C:39]=1[S:41]([OH:44])(=[O:42])=[O:43]. (7) Given the reactants Br[CH2:2][CH2:3][CH2:4][CH2:5][C:6]1([C:20]([N:22]2[CH2:27][CH2:26][O:25][CH2:24][CH2:23]2)=[O:21])[C:19]2[CH:18]=[CH:17][CH:16]=[CH:15][C:14]=2[O:13][C:12]2[C:7]1=[CH:8][CH:9]=[CH:10][CH:11]=2.[N:28]1([C:34]2[CH:43]=[CH:42][C:41]3[C:36](=[CH:37][CH:38]=[CH:39][CH:40]=3)[N:35]=2)[CH2:33][CH2:32][NH:31][CH2:30][CH2:29]1, predict the reaction product. The product is: [N:22]1([C:20]([C:6]2([CH2:5][CH2:4][CH2:3][CH2:2][N:31]3[CH2:32][CH2:33][N:28]([C:34]4[CH:43]=[CH:42][C:41]5[C:36](=[CH:37][CH:38]=[CH:39][CH:40]=5)[N:35]=4)[CH2:29][CH2:30]3)[C:7]3[CH:8]=[CH:9][CH:10]=[CH:11][C:12]=3[O:13][C:14]3[C:19]2=[CH:18][CH:17]=[CH:16][CH:15]=3)=[O:21])[CH2:23][CH2:24][O:25][CH2:26][CH2:27]1. (8) Given the reactants [NH:1]1[C:9]2[C:4](=[N+:5]([O-])[CH:6]=[CH:7][CH:8]=2)[CH:3]=[CH:2]1.P(Cl)(Cl)([Cl:13])=O, predict the reaction product. The product is: [Cl:13][C:8]1[CH:7]=[CH:6][N:5]=[C:4]2[CH:3]=[CH:2][NH:1][C:9]=12. (9) The product is: [NH:36]1[CH2:37][CH:34]([N:32]2[CH:33]=[C:29]([C:2]3[CH:7]=[N:6][C:5]([NH2:8])=[C:4]4[O:9][C:10]([C:12]5[C:20]6[C:15](=[CH:16][N:17]=[CH:18][CH:19]=6)[S:14][CH:13]=5)=[CH:11][C:3]=34)[CH:30]=[N:31]2)[CH2:35]1. Given the reactants I[C:2]1[CH:7]=[N:6][C:5]([NH2:8])=[C:4]2[O:9][C:10]([C:12]3[C:20]4[C:15](=[CH:16][N:17]=[CH:18][CH:19]=4)[S:14][CH:13]=3)=[CH:11][C:3]=12.CC1(C)C(C)(C)OB([C:29]2[CH:30]=[N:31][N:32]([CH:34]3[CH2:37][N:36](C(OC(C)(C)C)=O)[CH2:35]3)[CH:33]=2)O1, predict the reaction product.